From a dataset of Forward reaction prediction with 1.9M reactions from USPTO patents (1976-2016). Predict the product of the given reaction. (1) Given the reactants [CH2:1]([O:8][C:9]1[C:14]([N+:15]([O-:17])=[O:16])=[C:13](Cl)[CH:12]=[CH:11][N:10]=1)[C:2]1[CH:7]=[CH:6][CH:5]=[CH:4][CH:3]=1.[Cl:19][C:20]1[CH:25]=[C:24]([Cl:26])[CH:23]=[CH:22][C:21]=1B(O)O, predict the reaction product. The product is: [CH2:1]([O:8][C:9]1[C:14]([N+:15]([O-:17])=[O:16])=[C:13]([C:23]2[CH:22]=[CH:21][C:20]([Cl:19])=[CH:25][C:24]=2[Cl:26])[CH:12]=[CH:11][N:10]=1)[C:2]1[CH:7]=[CH:6][CH:5]=[CH:4][CH:3]=1. (2) Given the reactants Cl[C:2](Cl)([O:4]C(=O)OC(Cl)(Cl)Cl)Cl.[Br:13][C:14]1[CH:20]=[C:19]([F:21])[C:17]([NH2:18])=[C:16]([Cl:22])[CH:15]=1.CCN(C(C)C)C(C)C.[CH:32]1([C:35]([N:37]2[CH2:41][CH2:40][C@@H:39]([CH2:42][C:43]([NH:45][NH2:46])=[O:44])[CH2:38]2)=[O:36])[CH2:34][CH2:33]1, predict the reaction product. The product is: [Br:13][C:14]1[CH:20]=[C:19]([F:21])[C:17]([NH:18][C:2]([NH:46][NH:45][C:43](=[O:44])[CH2:42][C@@H:39]2[CH2:40][CH2:41][N:37]([C:35]([CH:32]3[CH2:34][CH2:33]3)=[O:36])[CH2:38]2)=[O:4])=[C:16]([Cl:22])[CH:15]=1.